This data is from Full USPTO retrosynthesis dataset with 1.9M reactions from patents (1976-2016). The task is: Predict the reactants needed to synthesize the given product. (1) Given the product [CH3:1][O:2][C:3]1[CH:8]=[CH:7][C:6]([N:9]2[C:10](=[O:19])[CH2:11][C:12]([CH3:18])([CH3:17])[CH2:13][C:14]2=[O:16])=[CH:5][CH:4]=1, predict the reactants needed to synthesize it. The reactants are: [CH3:1][O:2][C:3]1[CH:8]=[CH:7][C:6]([NH:9][C:10](=[O:19])[CH2:11][C:12]([CH3:18])([CH3:17])[CH2:13][C:14]([OH:16])=O)=[CH:5][CH:4]=1.S(Cl)(Cl)=O. (2) Given the product [CH:1]1([C:7]([N:9]2[CH2:14][CH2:13][N:12]([S:15]([C:18]3[C:27]4[C:22](=[C:23]([C:35]5[CH:40]=[CH:39][CH:38]=[CH:37][CH:36]=5)[CH:24]=[CH:25][CH:26]=4)[CH:21]=[CH:20][CH:19]=3)(=[O:17])=[O:16])[CH2:11][CH2:10]2)=[O:8])[CH2:6][CH2:5][CH2:4][CH2:3][CH2:2]1, predict the reactants needed to synthesize it. The reactants are: [CH:1]1([C:7]([N:9]2[CH2:14][CH2:13][N:12]([S:15]([C:18]3[C:27]4[C:22](=[C:23](I)[CH:24]=[CH:25][CH:26]=4)[CH:21]=[CH:20][CH:19]=3)(=[O:17])=[O:16])[CH2:11][CH2:10]2)=[O:8])[CH2:6][CH2:5][CH2:4][CH2:3][CH2:2]1.C(=O)([O-])[O-].[Na+].[Na+].[C:35]1(B(O)O)[CH:40]=[CH:39][CH:38]=[CH:37][CH:36]=1.CN(C=O)C. (3) Given the product [F:33][C:34]1[CH:39]=[CH:38][CH:37]=[CH:36][C:35]=1[N:40]1[C:2]([CH3:8])=[C:3]([C:4]([O:6][CH3:7])=[O:5])[CH:9]=[N:41]1, predict the reactants needed to synthesize it. The reactants are: O=[C:2]([CH3:8])[CH2:3][C:4]([O:6][CH3:7])=[O:5].[CH3:9]C(N(C)C)=O.CC1C=CC(S([O-])(=O)=O)=CC=1.C1C=C[NH+]=CC=1.Cl.[F:33][C:34]1[CH:39]=[CH:38][CH:37]=[CH:36][C:35]=1[NH:40][NH2:41].C([O-])(=O)C.[Na+]. (4) The reactants are: Cl[C:2](Cl)([O:4]C(=O)OC(Cl)(Cl)Cl)Cl.[C:13]12([CH2:23][NH:24][CH2:25][CH2:26][CH:27]([OH:32])[CH2:28][CH:29]([CH3:31])[CH3:30])[CH2:22][CH:17]3[CH2:18][CH:19]([CH2:21][CH:15]([CH2:16]3)[CH2:14]1)[CH2:20]2.CCN(CC)CC. Given the product [C:13]12([CH2:23][N:24]3[CH2:25][CH2:26][CH:27]([CH2:28][CH:29]([CH3:30])[CH3:31])[O:32][C:2]3=[O:4])[CH2:22][CH:17]3[CH2:18][CH:19]([CH2:21][CH:15]([CH2:16]3)[CH2:14]1)[CH2:20]2, predict the reactants needed to synthesize it.